Dataset: Peptide-MHC class II binding affinity with 134,281 pairs from IEDB. Task: Regression. Given a peptide amino acid sequence and an MHC pseudo amino acid sequence, predict their binding affinity value. This is MHC class II binding data. The peptide sequence is TEAEDVIPEGWKADTSYESK. The MHC is DRB1_0901 with pseudo-sequence DRB1_0901. The binding affinity (normalized) is 0.171.